This data is from Acute oral toxicity (LD50) regression data from Zhu et al.. The task is: Regression/Classification. Given a drug SMILES string, predict its toxicity properties. Task type varies by dataset: regression for continuous values (e.g., LD50, hERG inhibition percentage) or binary classification for toxic/non-toxic outcomes (e.g., AMES mutagenicity, cardiotoxicity, hepatotoxicity). Dataset: ld50_zhu. (1) The rat oral LD50 is 2.74, given as -log10 of the dose in mol/kg body weight (higher means more acutely toxic). The molecule is CN(C)CC(=O)NN=Cc1c(-c2ccccc2)nc2sccn12. (2) The molecule is CCCN(CCC)N=O. The rat oral LD50 is 2.43, given as -log10 of the dose in mol/kg body weight (higher means more acutely toxic). (3) The drug is COC=O. The rat oral LD50 is 2.10, given as -log10 of the dose in mol/kg body weight (higher means more acutely toxic). (4) The compound is CCC(=O)OC1CCC(N2CCCCC2)CC1. The rat oral LD50 is 2.08, given as -log10 of the dose in mol/kg body weight (higher means more acutely toxic). (5) The drug is CNC(=O)Oc1ccccc1C1OCCS1. The rat oral LD50 is 3.63, given as -log10 of the dose in mol/kg body weight (higher means more acutely toxic). (6) The rat oral LD50 is 2.09, given as -log10 of the dose in mol/kg body weight (higher means more acutely toxic). The drug is CC1Cc2cc(C(=O)CCc3ccccc3)ccc2O1. (7) The compound is COC(=O)CCC(Cl)C(C)=O. The rat oral LD50 is 1.94, given as -log10 of the dose in mol/kg body weight (higher means more acutely toxic). (8) The molecule is CCN(CC)c1nc(Cl)nc(N(CC)CC)n1. The rat oral LD50 is 2.48, given as -log10 of the dose in mol/kg body weight (higher means more acutely toxic). (9) The drug is NCCCNCCNCCCN. The rat oral LD50 is 2.16, given as -log10 of the dose in mol/kg body weight (higher means more acutely toxic). (10) The drug is Cc1c(C)c(C)c2[nH]c(C(F)(F)F)nc2c1C. The rat oral LD50 is 3.62, given as -log10 of the dose in mol/kg body weight (higher means more acutely toxic).